This data is from Forward reaction prediction with 1.9M reactions from USPTO patents (1976-2016). The task is: Predict the product of the given reaction. (1) Given the reactants [F:1][C:2]1[C:3](C#N)=[N:4][CH:5]=[CH:6][CH:7]=1.C[Mg]Br.C([O:15][CH2:16][CH3:17])C, predict the reaction product. The product is: [F:1][C:2]1[C:3]([C:16](=[O:15])[CH3:17])=[N:4][CH:5]=[CH:6][CH:7]=1. (2) Given the reactants [NH2:1][C:2]1[CH:3]=[N:4][CH:5]=[CH:6][C:7]=1[N:8]1[CH2:13][C@H:12]([CH3:14])[CH2:11][C@H:10]([NH:15][C:16](=[O:22])[O:17][C:18]([CH3:21])([CH3:20])[CH3:19])[CH2:9]1.[CH3:23][CH:24]1[CH2:26][CH:25]1[C:27]1[O:38][C:30]2=[N:31][C:32]([C:35](O)=[O:36])=[CH:33][CH:34]=[C:29]2[CH:28]=1.CCN(C(C)C)C(C)C.CN(C(ON1N=NC2C=CC=NC1=2)=[N+](C)C)C.F[P-](F)(F)(F)(F)F, predict the reaction product. The product is: [CH3:14][C@H:12]1[CH2:13][N:8]([C:7]2[CH:6]=[CH:5][N:4]=[CH:3][C:2]=2[NH:1][C:35]([C:32]2[N:31]=[C:30]3[O:38][C:27]([CH:25]4[CH2:26][CH:24]4[CH3:23])=[CH:28][C:29]3=[CH:34][CH:33]=2)=[O:36])[CH2:9][C@@H:10]([NH:15][C:16](=[O:22])[O:17][C:18]([CH3:21])([CH3:20])[CH3:19])[CH2:11]1. (3) The product is: [NH2:28][S:25]([NH:24][CH2:23][CH2:22][CH2:21][NH:20][C:16]1[C:15]([C:10](=[N:11][OH:12])[NH:9][C:4]2[CH:5]=[CH:6][C:7]([F:8])=[C:2]([Br:1])[CH:3]=2)=[N:19][O:18][N:17]=1)(=[O:26])=[O:27]. Given the reactants [Br:1][C:2]1[CH:3]=[C:4]([N:9]2C(=O)[O:12][N:11]=[C:10]2[C:15]2[C:16]([NH:20][CH2:21][CH2:22][CH2:23][NH:24][S:25]([NH2:28])(=[O:27])=[O:26])=[N:17][O:18][N:19]=2)[CH:5]=[CH:6][C:7]=1[F:8].[OH-].[Na+].C(O)(=O)C, predict the reaction product. (4) Given the reactants C(=O)(O)[O-].[Na+].Br.[Cl:7][C:8]1[CH:13]=[CH:12][C:11]([C:14]2[N:15]=[C:16](N)[S:17][CH:18]=2)=[CH:10][C:9]=1[N+:20]([O-:22])=[O:21], predict the reaction product. The product is: [Cl:7][C:8]1[CH:13]=[CH:12][C:11]([C:14]2[N:15]=[CH:16][S:17][CH:18]=2)=[CH:10][C:9]=1[N+:20]([O-:22])=[O:21]. (5) Given the reactants [F:1][C:2]([F:18])([F:17])[C:3]1[CH:8]=[CH:7][C:6]([C:9]2[CH:10]=[C:11]([CH:14]=[CH:15][CH:16]=2)[CH2:12]Cl)=[CH:5][CH:4]=1.[OH:19][C:20]1[CH:25]=[CH:24][C:23]([CH:26]([C:32]2[S:33][CH:34]=[CH:35][C:36]=2[CH3:37])[CH2:27][C:28]([O:30]C)=[O:29])=[CH:22][CH:21]=1.C([O-])([O-])=O.[Cs+].[Cs+], predict the reaction product. The product is: [F:1][C:2]([F:18])([F:17])[C:3]1[CH:8]=[CH:7][C:6]([C:9]2[CH:16]=[CH:15][CH:14]=[C:11]([CH2:12][O:19][C:20]3[CH:21]=[CH:22][C:23]([CH:26]([C:32]4[S:33][CH:34]=[CH:35][C:36]=4[CH3:37])[CH2:27][C:28]([OH:30])=[O:29])=[CH:24][CH:25]=3)[CH:10]=2)=[CH:5][CH:4]=1. (6) Given the reactants [NH2:1][C:2]1[N:6]([C:7]2[CH:8]=[C:9]([CH:16]=[CH:17][C:18]=2[CH3:19])[C:10]([NH:12][CH:13]2[CH2:15][CH2:14]2)=[O:11])[N:5]=[CH:4][C:3]=1[C:20](=[O:29])[C:21]1[CH:26]=[CH:25][CH:24]=[C:23]([CH:27]=O)[CH:22]=1.[CH3:30][N:31]1[CH2:36][CH2:35][NH:34][CH2:33][CH2:32]1.CC(O)=O.[OH-].[Na+], predict the reaction product. The product is: [NH2:1][C:2]1[N:6]([C:7]2[CH:8]=[C:9]([CH:16]=[CH:17][C:18]=2[CH3:19])[C:10]([NH:12][CH:13]2[CH2:14][CH2:15]2)=[O:11])[N:5]=[CH:4][C:3]=1[C:20](=[O:29])[C:21]1[CH:26]=[CH:25][CH:24]=[C:23]([CH2:27][N:34]2[CH2:35][CH2:36][N:31]([CH3:30])[CH2:32][CH2:33]2)[CH:22]=1. (7) Given the reactants [Cl:1][C:2]1[CH:7]=[CH:6][C:5]([CH2:8][C@H:9]([NH:13][C:14](=[O:20])[O:15][C:16]([CH3:19])([CH3:18])[CH3:17])[CH2:10][CH2:11][OH:12])=[CH:4][CH:3]=1.[CH3:21][S:22](Cl)(=[O:24])=[O:23], predict the reaction product. The product is: [CH3:21][S:22]([O:12][CH2:11][CH2:10][C@@H:9]([NH:13][C:14]([O:15][C:16]([CH3:17])([CH3:19])[CH3:18])=[O:20])[CH2:8][C:5]1[CH:6]=[CH:7][C:2]([Cl:1])=[CH:3][CH:4]=1)(=[O:24])=[O:23]. (8) Given the reactants [N:1]1([CH2:7][C:8]2[S:12][C:11]([C:13]3[N:21]4[C:16]([CH:17]=[CH:18][CH:19]=[CH:20]4)=[CH:15][C:14]=3[CH2:22][OH:23])=[CH:10][CH:9]=2)[CH2:6][CH2:5][O:4][CH2:3][CH2:2]1, predict the reaction product. The product is: [N:1]1([CH2:7][C:8]2[S:12][C:11]([C:13]3[N:21]4[C:16]([CH:17]=[CH:18][CH:19]=[CH:20]4)=[CH:15][C:14]=3[CH:22]=[O:23])=[CH:10][CH:9]=2)[CH2:2][CH2:3][O:4][CH2:5][CH2:6]1. (9) Given the reactants [Br:1][C:2]1[C:3]([OH:9])=[N:4][CH:5]=[C:6]([Cl:8])[CH:7]=1.[CH2:10](Br)[C:11]1[CH:16]=[CH:15][CH:14]=[CH:13][CH:12]=1, predict the reaction product. The product is: [Br:1][C:2]1[C:3]([O:9][CH2:10][C:11]2[CH:16]=[CH:15][CH:14]=[CH:13][CH:12]=2)=[N:4][CH:5]=[C:6]([Cl:8])[CH:7]=1. (10) Given the reactants [Br:1][C:2]1[CH:3]=[C:4]([CH:7]=[CH:8][CH:9]=1)[CH:5]=[O:6].[N+:10]([O-])([OH:12])=[O:11].S(=O)(=O)(O)O, predict the reaction product. The product is: [Br:1][C:2]1[CH:9]=[CH:8][C:7]([N+:10]([O-:12])=[O:11])=[C:4]([CH:3]=1)[CH:5]=[O:6].